This data is from Reaction yield outcomes from USPTO patents with 853,638 reactions. The task is: Predict the reaction yield, written as a fraction of the theoretical maximum amount of product (1.0 means a 100% yield; for example, 0.34 means a 34% yield). (1) The reactants are [CH:1]1([C:4]2[CH:5]=[C:6]([CH:10]=[CH:11][C:12]=2[F:13])[C:7](O)=[O:8])[CH2:3][CH2:2]1.[NH3:14].C1COCC1. The catalyst is C1COCC1. The product is [CH:1]1([C:4]2[CH:5]=[C:6]([CH:10]=[CH:11][C:12]=2[F:13])[C:7]([NH2:14])=[O:8])[CH2:3][CH2:2]1. The yield is 0.897. (2) The reactants are FC(F)(F)S(O[C:7]1[CH:16]=[CH:15][C:14]2[C:9](=[CH:10][CH:11]=[C:12](OS(C(F)(F)F)(=O)=O)[C:13]=2[Br:17])[C:8]=1[Br:26])(=O)=O.[CH:29]#[C:30][CH2:31][CH2:32][CH2:33][CH3:34].O.Cl. The catalyst is CN(C=O)C.C(NC(C)C)(C)C.Cl[Pd](Cl)([P](C1C=CC=CC=1)(C1C=CC=CC=1)C1C=CC=CC=1)[P](C1C=CC=CC=1)(C1C=CC=CC=1)C1C=CC=CC=1.[Cu]I. The product is [Br:26][C:8]1[C:9]2[C:14](=[C:13]([Br:17])[C:12]([C:29]#[C:30][CH2:31][CH2:32][CH2:33][CH3:34])=[CH:11][CH:10]=2)[CH:15]=[CH:16][C:7]=1[C:16]#[C:7][CH2:8][CH2:9][CH2:10][CH3:11]. The yield is 0.500. (3) The reactants are [C:1]([CH:3]([CH2:9][C:10](=O)[C:11]1[CH:16]=[CH:15][CH:14]=[CH:13][CH:12]=1)[C:4]([O:6][CH2:7][CH3:8])=[O:5])#[N:2].[ClH:18]. The catalyst is O1CCCC1. The product is [Cl:18][C:1]1[NH:2][C:10]([C:11]2[CH:16]=[CH:15][CH:14]=[CH:13][CH:12]=2)=[CH:9][C:3]=1[C:4]([O:6][CH2:7][CH3:8])=[O:5]. The yield is 0.790. (4) The reactants are [Cl:1][C:2]1[N:3]=[CH:4][NH:5][CH:6]=1.Cl[C:8]1[C:13]([O:14][CH3:15])=[CH:12][C:11]([N+:16]([O-:18])=[O:17])=[CH:10][N:9]=1.[OH-].[K+].O. The catalyst is CS(C)=O. The product is [Cl:1][C:2]1[N:3]=[CH:4][N:5]([C:8]2[C:13]([O:14][CH3:15])=[CH:12][C:11]([N+:16]([O-:18])=[O:17])=[CH:10][N:9]=2)[CH:6]=1. The yield is 0.770.